The task is: Binary Classification. Given a miRNA mature sequence and a target amino acid sequence, predict their likelihood of interaction.. This data is from Experimentally validated miRNA-target interactions with 360,000+ pairs, plus equal number of negative samples. (1) The miRNA is hsa-miR-6754-3p with sequence UCUUCACCUGCCUCUGCCUGCA. The protein sequence of the target gene is MPVARSWVCRKTYVTPRRPFEKSRLDQELKLIGEYGLRNKREVWRVKFTLAKIRKAARELLTLDEKDPRRLFEGNALLRRLVRIGVLDEGKMKLDYILGLKIEDFLERRLQTQVFKLGLAKSIHHARVLIRQRHIRVRKQVVNIPSFIVRLDSQKHIDFSLRSPYGGGRPGRVKRKNAKKGQGGAGAGDDEEED. Result: 1 (interaction). (2) The miRNA is rno-miR-34a-5p with sequence UGGCAGUGUCUUAGCUGGUUGU. The protein sequence of the target gene is MPAVSLPPKENALFKRILRCYEHKQYRNGLKFCKQILSNPKFAEHGETLAMKGLTLNCLGKKEEAYELVRRGLRNDLKSHVCWHVYGLLQRSDKKYDEAIKCYRNALKWDKDNLQILRDLSLLQIQMRDLEGYRETRYQLLQLRPAQRASWIGYAIAYHLLEDYEMAAKILEEFRKTQQTSPDKVDYEYSELLLYQNQVLREAGLYREALEHLCTYEKQICDKLAVEETKGELLLQLCRLEDAADVYRGLQERNPENWAYYKGLEKALKPANMLERLKIYEEAWTKYPRGLVPRRLPLNF.... Result: 0 (no interaction). (3) The miRNA is hsa-miR-181c-5p with sequence AACAUUCAACCUGUCGGUGAGU. The protein sequence of the target gene is MAPQRRGPPRIPEGSSAAERRRATSTKKDRLPREAQRTWLRIVAFGVGLALVTCLLWSSVGIDDDVAEVVARRGEVLEGRFIEVPCSEDYDGHRRFEGCTPRKCGRGVTDIVITREEAEQIRRIAEKGLSLGGSDGGASILDLHSGALSVGKHFVNLYRYFGDKIQNIFSEEDFQLYRDIRQKVQLTIAEAFGISASLLYLTKPTFFSRINSTEARTAHDEYWHAHVDKVTYGSFDYTSLLYLSDYLEDFGGGRFVFMEEGSNKTVEPRAGRVSFFTSGSENLHRVEKVLWGTRYAITIA.... Result: 0 (no interaction). (4) The miRNA is hsa-miR-331-3p with sequence GCCCCUGGGCCUAUCCUAGAA. The protein sequence of the target gene is MNFALILMINTLLALLLMIITFWLPQLNGYMEKSTPYECGFDPMSPARVPFSMKFFLVAITFLLFDLEIALLLPLPWALQTTNLPLMVMSSLLLIIILALSLAYEWLQKGLDWTE. Result: 0 (no interaction). (5) The miRNA is hsa-miR-3911 with sequence UGUGUGGAUCCUGGAGGAGGCA. The protein sequence of the target gene is MSKPAGSTSRILDIPCKVCGDRSSGKHYGVYACDGCSGFFKRSIRRNRTYVCKSGNQGGCPVDKTHRNQCRACRLKKCLEVNMNKDAVQHERGPRTSTIRKQVALYFRGHKEDNGAAAHFPSTALPAPAFFTAVTQLEPHGLELAAVSATPERQTLVSLAQPTPKYPHEVNGTPMYLYEVATESVCESAARLLFMSIKWAKSVPAFSTLSLQDQLMLLEDAWRELFVLGIAQWAIPVDANTLLAVSGMNTDNTDSQKLNKIISEIQALQEVVARFRQLRLDATEFACLKCIVTFKAVPTH.... Result: 0 (no interaction). (6) The miRNA is mmu-miR-878-5p with sequence UAUCUAGUUGGAUGUCAAGACA. The protein sequence of the target gene is MFQPAGHGQDWAMEGPRDGLKKERLVDDRHDSGLDSMKDEEYEQMVKELREIRLQPQEAPLAAEPWKQQLTEDGDSFLHLAIIHEEKPLTMEVIGQVKGDLAFLNFQNNLQQTPLHLAVITNQPGIAEALLKAGCDPELRDFRGNTPLHLACEQGCLASVAVLTQTCTPQHLHSVLQATNYNGHTCLHLASIHGYLAIVEHLVTLGADVNAQEPCNGRTALHLAVDLQNPDLVSLLLKCGADVNRVTYQGYSPYQLTWGRPSTRIQQQLGQLTLENLQMLPESEDEESYDTESEFTEDEL.... Result: 0 (no interaction). (7) The miRNA is cel-miR-787-3p with sequence UAAGCUCGUUUUAGUAUCUUUCG. The protein sequence of the target gene is MGPTACVLVLALAILRATGQGQIPLGGDLAPQMLRELQETNAALQDVRELLRQQVKEITFLKNTVMECDACGMQPARTPGLSVRPVPLCAPGSCFPGVVCSETATGARCGPCPPGYTGNGSHCTDVNECNAHPCFPRVRCINTSPGFHCEACPPGFSGPTHEGVGLTFAKSNKQVCTDINECETGQHNCVPNSVCVNTRGSFQCGPCQPGFVGDQTSGCQRRGQHFCPDGSPSPCHEKANCVLERDGSRSCVCAVGWAGNGLLCGRDTDLDGFPDEKLRCSERQCRKDNCVTVPNSGQED.... Result: 0 (no interaction).